This data is from Reaction yield outcomes from USPTO patents with 853,638 reactions. The task is: Predict the reaction yield, written as a fraction of the theoretical maximum amount of product (1.0 means a 100% yield; for example, 0.34 means a 34% yield). (1) The reactants are [Cl:1][C:2]1[CH:3]=[C:4]([C:9](O)([C:21]([F:24])([F:23])[F:22])[CH2:10][C:11]([C:13]2[CH:18]=[CH:17][C:16]([S:19][CH3:20])=[CH:15][CH:14]=2)=[O:12])[CH:5]=[C:6]([Cl:8])[CH:7]=1.S(Cl)(Cl)=O.N1C=CC=CC=1. The catalyst is C1(C)C=CC=CC=1. The product is [Cl:1][C:2]1[CH:3]=[C:4]([C:9]([C:21]([F:24])([F:23])[F:22])=[CH:10][C:11]([C:13]2[CH:14]=[CH:15][C:16]([S:19][CH3:20])=[CH:17][CH:18]=2)=[O:12])[CH:5]=[C:6]([Cl:8])[CH:7]=1. The yield is 0.818. (2) The reactants are [Cl:1][C:2]1[CH:31]=[CH:30][C:5]([CH2:6][C:7]2[N:8]=[C:9]([C:23]3[CH:28]=[CH:27][N:26]=[C:25]([CH3:29])[CH:24]=3)[S:10][C:11]=2[C:12]2[N:16]=[CH:15][N:14](C3CCCCO3)[N:13]=2)=[CH:4][CH:3]=1.Cl.O1CCOCC1. The catalyst is O1CCCC1.CO. The product is [Cl:1][C:2]1[CH:31]=[CH:30][C:5]([CH2:6][C:7]2[N:8]=[C:9]([C:23]3[CH:28]=[CH:27][N:26]=[C:25]([CH3:29])[CH:24]=3)[S:10][C:11]=2[C:12]2[NH:16][CH:15]=[N:14][N:13]=2)=[CH:4][CH:3]=1. The yield is 0.399. (3) The reactants are [NH2:1][C:2]1[CH:3]=[N:4][N:5]([CH2:7][CH2:8][CH2:9][N:10]2[CH2:15][CH2:14][CH2:13][CH:12]([OH:16])[CH2:11]2)[CH:6]=1.[NH:17]1[C:25]2[C:20](=[CH:21][CH:22]=[CH:23][CH:24]=2)[C:19]([C:26](O)=[O:27])=[N:18]1.CN(C(ON1N=NC2C=CC=NC1=2)=[N+](C)C)C.F[P-](F)(F)(F)(F)F.CCN(C(C)C)C(C)C. The catalyst is C1COCC1. The product is [OH:16][CH:12]1[CH2:13][CH2:14][CH2:15][N:10]([CH2:9][CH2:8][CH2:7][N:5]2[CH:6]=[C:2]([NH:1][C:26]([C:19]3[C:20]4[C:25](=[CH:24][CH:23]=[CH:22][CH:21]=4)[NH:17][N:18]=3)=[O:27])[CH:3]=[N:4]2)[CH2:11]1. The yield is 0.100. (4) The reactants are [NH:1]1[CH2:6][CH2:5][CH2:4][CH2:3][CH2:2]1.Br[CH2:8][C:9]1[CH:14]=[C:13]([C:15]([O:17][CH3:18])=[O:16])[CH:12]=[CH:11][C:10]=1[C:19]1[CH:24]=[C:23]([O:25][CH3:26])[CH:22]=[CH:21][C:20]=1[F:27].C([O-])([O-])=O.[Cs+].[Cs+].CCOC(C)=O. The catalyst is CS(C)=O. The product is [F:27][C:20]1[CH:21]=[CH:22][C:23]([O:25][CH3:26])=[CH:24][C:19]=1[C:10]1[CH:11]=[CH:12][C:13]([C:15]([O:17][CH3:18])=[O:16])=[CH:14][C:9]=1[CH2:8][N:1]1[CH2:6][CH2:5][CH2:4][CH2:3][CH2:2]1. The yield is 0.760. (5) The reactants are [CH3:1][O:2][C:3]1[CH:4]=[C:5]([N:12]2[CH2:17][CH2:16][CH:15]([N:18]3[CH2:27][CH2:26][N:25]4[C@H:20]([CH2:21][O:22][CH2:23][CH2:24]4)[CH2:19]3)[CH2:14][CH2:13]2)[CH:6]=[CH:7][C:8]=1[N+:9]([O-])=O. The catalyst is CCOC(C)=O.[Pd]. The product is [CH2:21]1[C@@H:20]2[CH2:19][N:18]([CH:15]3[CH2:14][CH2:13][N:12]([C:5]4[CH:6]=[CH:7][C:8]([NH2:9])=[C:3]([O:2][CH3:1])[CH:4]=4)[CH2:17][CH2:16]3)[CH2:27][CH2:26][N:25]2[CH2:24][CH2:23][O:22]1. The yield is 0.890.